From a dataset of Forward reaction prediction with 1.9M reactions from USPTO patents (1976-2016). Predict the product of the given reaction. (1) Given the reactants [F:1][CH2:2][C:3](OCC)=O.[H-].C([Al+]CC(C)C)C(C)C.[C:18]([CH:23]=P(C1C=CC=CC=1)(C1C=CC=CC=1)C1C=CC=CC=1)([O:20][CH2:21][CH3:22])=[O:19], predict the reaction product. The product is: [F:1][CH2:2][CH:3]=[CH:23][C:18]([O:20][CH2:21][CH3:22])=[O:19]. (2) Given the reactants [Cl:1][CH2:2][C:3]([CH2:5]Cl)=O.[CH3:7][C:8]1[CH:16]=[CH:15][C:11]([C:12]([NH2:14])=[S:13])=[CH:10][CH:9]=1, predict the reaction product. The product is: [Cl:1][CH2:2][C:3]1[N:14]=[C:12]([C:11]2[CH:15]=[CH:16][C:8]([CH3:7])=[CH:9][CH:10]=2)[S:13][CH:5]=1.